This data is from Retrosynthesis with 50K atom-mapped reactions and 10 reaction types from USPTO. The task is: Predict the reactants needed to synthesize the given product. (1) Given the product Cc1ccc(C(=O)c2cn(Cc3ccc(C(F)(F)F)o3)c3ccccc3c2=O)cc1C, predict the reactants needed to synthesize it. The reactants are: Cc1ccc(C(=O)c2c[nH]c3ccccc3c2=O)cc1C.FC(F)(F)c1ccc(CBr)o1. (2) Given the product O=C1CCCc2cc(-c3ccc(F)c(Cl)c3)ccc21, predict the reactants needed to synthesize it. The reactants are: O=C1CCCc2cc(OS(=O)(=O)C(F)(F)F)ccc21.OB(O)c1ccc(F)c(Cl)c1. (3) The reactants are: COC(=O)CCn1c(=O)n(Cc2cc(Cl)cc3c2CC(=O)N3)c2ccccc21. Given the product O=C(O)CCn1c(=O)n(Cc2cc(Cl)cc3c2CC(=O)N3)c2ccccc21, predict the reactants needed to synthesize it. (4) Given the product CCCCCCCCc1ccc(C(=O)Oc2ccc(OCCC[Si](C)(C)CCCC)cc2)s1, predict the reactants needed to synthesize it. The reactants are: CCCCCCCCc1ccc(C(=O)O)s1.CCCC[Si](C)(C)CCCOc1ccc(O)cc1. (5) Given the product COc1cc(Br)cc(F)c1C(=O)NCc1ccc(Cl)cc1, predict the reactants needed to synthesize it. The reactants are: COc1cc(Br)cc(F)c1C(=O)O.NCc1ccc(Cl)cc1.